From a dataset of Experimentally validated miRNA-target interactions with 360,000+ pairs, plus equal number of negative samples. Binary Classification. Given a miRNA mature sequence and a target amino acid sequence, predict their likelihood of interaction. (1) The miRNA is mmu-miR-5136 with sequence AUAUGCGAGGGAACUACUGG. The protein sequence of the target gene is MEDGLLEIMTKDGGDMPAPLEVSTVPAVGDVISGEYNGGMKELMEHLKAQLQALFEDVRAMRGALDEQASHIQVLSDDVCANQRAIVSMCQIMTTAPRQGGLGVVGGKGSFQSDPQEPETPSPGIGDSGLLGRDPEDEEEEEEEKEMPSPATPSSHCERPESPCAGLLGGDGPLVEPLDMPDITLLQLEGEASL. Result: 0 (no interaction). (2) Result: 1 (interaction). The miRNA is mmu-miR-10b-5p with sequence UACCCUGUAGAACCGAAUUUGUG. The protein sequence of the target gene is MSSSFELSVQDLNDLLSDGSGCYSLPSQPCNEVVPRVYVGNASVAQDITQLQKLGITHVLNAAEGRSFMHVNTSASFYEDSGITYLGIKANDTQEFNLSAYFERATDFIDQALAHKNGRVLVHCREGYSRSPTLVIAYLMMRQKMDVKSALSTVRQNREIGPNDGFLAQLCQLNDRLAKEGKVKL. (3) The miRNA is mmu-miR-5627-3p with sequence ACAGGGCUCUCCGGCGCCCCUCGU. The protein sequence of the target gene is MAIPGRQYGLILPKKTQQLHPVLQKPSVFGNDSDDDDETSVSESLQREAAKKQAMKQTKLEIQKALAEDATVYEYDSIYDEMQKKKEENNPKLLLGKDRKPKYIHNLLKAVEIRKKEQEKRMEKKIQREREMEKGEFDDKEAFVTSAYKKKLQERAEEEEREKRAAALEACLDVTKQKDLSGFYRHLLNQAVGEEEVPKCSFREARSGIKEEKSRGFSNEVSSKNRIPQEKCILQTDVKVEENPDADSDFDAKSSADDEIEETRVNCRREKVIETPENDFKHHRSQNHSRSPSEERGHST.... Result: 0 (no interaction). (4) The miRNA is cfa-miR-208b with sequence AUAAGACGAACAAAAGGUUUGU. The protein sequence of the target gene is MSDKPDMAEIEKFDKSKLKKTETQEKNPLPSKETIEQEKQAGES. Result: 0 (no interaction).